This data is from Peptide-MHC class II binding affinity with 134,281 pairs from IEDB. The task is: Regression. Given a peptide amino acid sequence and an MHC pseudo amino acid sequence, predict their binding affinity value. This is MHC class II binding data. The peptide sequence is TLWQRPVVTIKIGGQLKEAL. The MHC is HLA-DPA10201-DPB10101 with pseudo-sequence HLA-DPA10201-DPB10101. The binding affinity (normalized) is 0.225.